This data is from NCI-60 drug combinations with 297,098 pairs across 59 cell lines. The task is: Regression. Given two drug SMILES strings and cell line genomic features, predict the synergy score measuring deviation from expected non-interaction effect. (1) Drug 1: C(CCl)NC(=O)N(CCCl)N=O. Drug 2: CC1C(C(CC(O1)OC2CC(CC3=C2C(=C4C(=C3O)C(=O)C5=CC=CC=C5C4=O)O)(C(=O)C)O)N)O. Cell line: SF-539. Synergy scores: CSS=48.1, Synergy_ZIP=-4.65, Synergy_Bliss=1.75, Synergy_Loewe=-4.87, Synergy_HSA=3.99. (2) Drug 1: C1=CC(=C2C(=C1NCCNCCO)C(=O)C3=C(C=CC(=C3C2=O)O)O)NCCNCCO. Drug 2: CS(=O)(=O)CCNCC1=CC=C(O1)C2=CC3=C(C=C2)N=CN=C3NC4=CC(=C(C=C4)OCC5=CC(=CC=C5)F)Cl. Cell line: HOP-92. Synergy scores: CSS=44.7, Synergy_ZIP=4.24, Synergy_Bliss=3.26, Synergy_Loewe=-12.1, Synergy_HSA=3.87. (3) Drug 1: CC(CN1CC(=O)NC(=O)C1)N2CC(=O)NC(=O)C2. Drug 2: C1CCC(CC1)NC(=O)N(CCCl)N=O. Cell line: K-562. Synergy scores: CSS=29.5, Synergy_ZIP=-13.8, Synergy_Bliss=-4.68, Synergy_Loewe=-3.31, Synergy_HSA=-1.64. (4) Drug 1: CCC1=CC2CC(C3=C(CN(C2)C1)C4=CC=CC=C4N3)(C5=C(C=C6C(=C5)C78CCN9C7C(C=CC9)(C(C(C8N6C)(C(=O)OC)O)OC(=O)C)CC)OC)C(=O)OC.C(C(C(=O)O)O)(C(=O)O)O. Drug 2: COCCOC1=C(C=C2C(=C1)C(=NC=N2)NC3=CC=CC(=C3)C#C)OCCOC.Cl. Cell line: EKVX. Synergy scores: CSS=28.2, Synergy_ZIP=2.90, Synergy_Bliss=5.50, Synergy_Loewe=-4.98, Synergy_HSA=8.16.